This data is from Reaction yield outcomes from USPTO patents with 853,638 reactions. The task is: Predict the reaction yield, written as a fraction of the theoretical maximum amount of product (1.0 means a 100% yield; for example, 0.34 means a 34% yield). (1) The reactants are [F:1][C:2]1[CH:7]=[CH:6][C:5]([N:8]2[C:16]3[N:15]=[C:14]4[CH2:17][CH2:18][CH2:19][C:20]5[C:21]([CH2:27][C:28]6[CH:33]=[CH:32][CH:31]=[CH:30][N:29]=6)([CH2:22][CH2:23][C:24](=[O:26])[CH:25]=5)[C:13]4=[CH:12][C:11]=3[CH:10]=[N:9]2)=[CH:4][CH:3]=1.[H][H]. The catalyst is C1COCC1.N1C=CC=CC=1.[Pd]. The product is [F:1][C:2]1[CH:7]=[CH:6][C:5]([N:8]2[C:16]3[N:15]=[C:14]4[CH2:17][CH2:18][CH2:19][CH:20]5[CH2:25][C:24](=[O:26])[CH2:23][CH2:22][C:21]5([CH2:27][C:28]5[CH:33]=[CH:32][CH:31]=[CH:30][N:29]=5)[C:13]4=[CH:12][C:11]=3[CH:10]=[N:9]2)=[CH:4][CH:3]=1. The yield is 0.595. (2) The reactants are [CH3:1][C:2]1[S:9][C:8]2[CH:7]=[C:6]([C:10]([O:12]CC)=[O:11])[NH:5][C:4]=2[C:3]=1[N:15]([CH3:24])[S:16]([C:19]1[S:20][CH:21]=[CH:22][CH:23]=1)(=[O:18])=[O:17].O1CCCC1.[OH-].[Na+]. The catalyst is C(O)C. The product is [CH3:1][C:2]1[S:9][C:8]2[CH:7]=[C:6]([C:10]([OH:12])=[O:11])[NH:5][C:4]=2[C:3]=1[N:15]([CH3:24])[S:16]([C:19]1[S:20][CH:21]=[CH:22][CH:23]=1)(=[O:18])=[O:17]. The yield is 0.910. (3) The reactants are [O:1]=[C:2]1[C:10]2[C:5](=[CH:6][C:7]([O:11][CH2:12][C:13]3[CH:14]=[N:15][CH:16]=[CH:17][CH:18]=3)=[CH:8][CH:9]=2)[C:4](=[O:19])[N:3]1[CH2:20][C:21]([O:23]C)=[O:22].[ClH:25]. The catalyst is C1COCC1. The product is [ClH:25].[O:1]=[C:2]1[C:10]2[C:5](=[CH:6][C:7]([O:11][CH2:12][C:13]3[CH:14]=[N:15][CH:16]=[CH:17][CH:18]=3)=[CH:8][CH:9]=2)[C:4](=[O:19])[N:3]1[CH2:20][C:21]([OH:23])=[O:22]. The yield is 0.900. (4) The reactants are [CH3:1][O:2][CH:3]1[CH2:12][CH2:11][C:10]2[CH:9]=[C:8]([C:13]#[C:14][Si](C)(C)C)[CH:7]=[CH:6][C:5]=2[CH2:4]1.C(=O)([O-])[O-].[K+].[K+]. The catalyst is CO. The product is [CH3:1][O:2][CH:3]1[CH2:12][CH2:11][C:10]2[C:5](=[CH:6][CH:7]=[C:8]([C:13]#[CH:14])[CH:9]=2)[CH2:4]1. The yield is 0.800. (5) The reactants are C[O:2][C:3]1[CH:4]=[C:5]([CH:26]=[CH2:27])[C:6]2[O:10][C:9]([C:11]3[CH:16]=[CH:15]C(OC)=[CH:13][CH:12]=3)=[C:8]([C:19]3[CH:24]=[CH:23][CH:22]=[CH:21][CH:20]=3)[C:7]=2[CH:25]=1.C1CCCCC=1.B(F)(F)F.S(C)C.[C:41]([O-])(O)=[O:42].[Na+].[CH3:46][OH:47]. The catalyst is C(Cl)Cl. The product is [OH:47][C:46]1[CH:15]=[CH:16][C:11]([C:9]2[O:10][C:6]3[C:5]([CH:26]([O:42][CH3:41])[CH3:27])=[CH:4][C:3]([OH:2])=[CH:25][C:7]=3[C:8]=2[C:19]2[CH:24]=[CH:23][CH:22]=[CH:21][CH:20]=2)=[CH:12][CH:13]=1. The yield is 0.150. (6) The reactants are C(O)[C@H]1O[C@H](O[C@]2(CO)O[C@H](CO)[C@@H](O)[C@@H]2O)[C@H](O)[C@@H](O)[C@@H]1O.[CH2:24]([O:26][C:27]([CH:29]1[C:33](=[O:34])[CH2:32][N:31]([C:35](=[O:52])[CH2:36][CH2:37][CH2:38][CH2:39][CH2:40][NH:41][C:42]([O:44][CH2:45][C:46]2[CH:51]=[CH:50][CH:49]=[CH:48][CH:47]=2)=[O:43])[CH2:30]1)=[O:28])[CH3:25]. The catalyst is O. The product is [CH2:24]([O:26][C:27]([CH:29]1[CH:33]([OH:34])[CH2:32][N:31]([C:35](=[O:52])[CH2:36][CH2:37][CH2:38][CH2:39][CH2:40][NH:41][C:42]([O:44][CH2:45][C:46]2[CH:47]=[CH:48][CH:49]=[CH:50][CH:51]=2)=[O:43])[CH2:30]1)=[O:28])[CH3:25]. The yield is 0.420. (7) The reactants are C[Si](C)(C)[O:3][CH:4]1[CH2:9][CH2:8][N:7]([C:10]2[CH:15]=[CH:14][C:13]([N+:16]([O-:18])=[O:17])=[CH:12][C:11]=2[F:19])[CH2:6][CH2:5]1.[B-](F)(F)(F)[F:23].[B-](F)(F)(F)F.C1[N+]2(CCl)CC[N+](F)(CC2)C1. The catalyst is C(#N)C. The product is [F:23][CH:9]1[C:4](=[O:3])[CH2:5][CH2:6][N:7]([C:10]2[CH:15]=[CH:14][C:13]([N+:16]([O-:18])=[O:17])=[CH:12][C:11]=2[F:19])[CH2:8]1. The yield is 0.880.